From a dataset of Catalyst prediction with 721,799 reactions and 888 catalyst types from USPTO. Predict which catalyst facilitates the given reaction. (1) Reactant: Cl[CH2:2][CH2:3][CH2:4][S:5]([N:8]1[CH2:13][CH2:12][CH:11]([C:14]2[C:22]3[C:17](=[C:18]([C:29]([NH2:31])=[O:30])[CH:19]=[C:20]([C:23]4[CH:28]=[CH:27][CH:26]=[CH:25][CH:24]=4)[CH:21]=3)[NH:16][N:15]=2)[CH2:10][CH2:9]1)(=[O:7])=[O:6].C([O-])([O-])=O.[K+].[K+].[NH:38]1[CH2:42][CH2:41][CH2:40][CH2:39]1.[I-].[Na+]. Product: [C:23]1([C:20]2[CH:21]=[C:22]3[C:17](=[C:18]([C:29]([NH2:31])=[O:30])[CH:19]=2)[NH:16][N:15]=[C:14]3[CH:11]2[CH2:12][CH2:13][N:8]([S:5]([CH2:4][CH2:3][CH2:2][N:38]3[CH2:42][CH2:41][CH2:40][CH2:39]3)(=[O:7])=[O:6])[CH2:9][CH2:10]2)[CH:28]=[CH:27][CH:26]=[CH:25][CH:24]=1. The catalyst class is: 10. (2) The catalyst class is: 1. Reactant: [NH2:1][C@@H:2]([CH2:33][C:34]1[CH:39]=[CH:38][CH:37]=[CH:36][CH:35]=1)[C@@H:3]([OH:32])[CH2:4][C@H:5]([NH:19][C:20]([C@@H:22]([NH:27][C:28](=[O:31])[O:29][CH3:30])[C:23]([CH3:26])([CH3:25])[CH3:24])=[O:21])[CH2:6][C:7]1[CH:12]=[CH:11][C:10]([C:13]2[CH:18]=[CH:17][CH:16]=[CH:15][N:14]=2)=[CH:9][CH:8]=1.[CH3:40][C:41]1[CH:51]=[CH:50][CH:49]=[C:48]([CH3:52])[C:42]=1[O:43][CH2:44][C:45](O)=[O:46].CCOP(ON1N=NC2C=CC=CC=2C1=O)(OCC)=O.C(N(CC)C(C)C)(C)C. Product: [CH3:40][C:41]1[CH:51]=[CH:50][CH:49]=[C:48]([CH3:52])[C:42]=1[O:43][CH2:44][C:45]([NH:1][C@@H:2]([CH2:33][C:34]1[CH:35]=[CH:36][CH:37]=[CH:38][CH:39]=1)[C@@H:3]([OH:32])[CH2:4][C@H:5]([NH:19][C:20]([C@@H:22]([NH:27][C:28](=[O:31])[O:29][CH3:30])[C:23]([CH3:26])([CH3:25])[CH3:24])=[O:21])[CH2:6][C:7]1[CH:12]=[CH:11][C:10]([C:13]2[CH:18]=[CH:17][CH:16]=[CH:15][N:14]=2)=[CH:9][CH:8]=1)=[O:46]. (3) Reactant: [NH:1]1[C:5]([CH2:6][C:7]([O:9][CH2:10][CH3:11])=[O:8])=[N:4][N:3]=[N:2]1.C(=O)([O-])[O-].[K+].[K+].[CH3:18][O:19][C:20]1[CH:27]=[CH:26][C:23]([CH2:24]Cl)=[CH:22][CH:21]=1. The catalyst class is: 9. Product: [CH3:18][O:19][C:20]1[CH:27]=[CH:26][C:23]([CH2:24][N:3]2[N:2]=[N:1][C:5]([CH2:6][C:7]([O:9][CH2:10][CH3:11])=[O:8])=[N:4]2)=[CH:22][CH:21]=1. (4) Reactant: [NH2:1][C@@H:2]([C@H:5]([O:7][CH3:8])[CH3:6])[CH2:3][OH:4].[Cl:9][C:10]1[N:15]=[C:14](Cl)[CH:13]=[CH:12][N:11]=1.CCN(C(C)C)C(C)C. Product: [Cl:9][C:10]1[N:15]=[C:14]([NH:1][C@@H:2]([C@H:5]([O:7][CH3:8])[CH3:6])[CH2:3][OH:4])[CH:13]=[CH:12][N:11]=1. The catalyst class is: 10. (5) Reactant: [CH:1]1([C:8]([C:10]2[CH:15]=[C:14]([O:16][CH3:17])[CH:13]=[C:12]([O:18][CH3:19])[CH:11]=2)=O)[CH2:7][CH2:6][CH2:5][CH2:4][CH2:3][CH2:2]1.C(C1(C2C=C(OC)C=C(OC)C=2)[S:28][CH2:27][CH2:26][S:25]1)CCC. Product: [CH:1]1([C:8]2([C:10]3[CH:15]=[C:14]([O:16][CH3:17])[CH:13]=[C:12]([O:18][CH3:19])[CH:11]=3)[S:28][CH2:27][CH2:26][S:25]2)[CH2:7][CH2:6][CH2:5][CH2:4][CH2:3][CH2:2]1. The catalyst class is: 195. (6) Reactant: [Cl:1][C:2]1[C:7]2[N:8]([CH2:11][C:12]([OH:14])=O)[CH:9]=[N:10][C:6]=2[CH:5]=[CH:4][CH:3]=1.Cl.[NH2:16][CH:17]([C:19]1[CH:24]=[CH:23][C:22]([C:25]([CH3:29])([CH3:28])[C:26]#[N:27])=[C:21]([F:30])[CH:20]=1)[CH3:18].CCN(CC)CC.CN(C(ON1N=NC2C=CC=NC1=2)=[N+](C)C)C.F[P-](F)(F)(F)(F)F. Product: [Cl:1][C:2]1[C:7]2[N:8]([CH2:11][C:12]([NH:16][CH:17]([C:19]3[CH:24]=[CH:23][C:22]([C:25]([C:26]#[N:27])([CH3:29])[CH3:28])=[C:21]([F:30])[CH:20]=3)[CH3:18])=[O:14])[CH:9]=[N:10][C:6]=2[CH:5]=[CH:4][CH:3]=1. The catalyst class is: 3.